From a dataset of Forward reaction prediction with 1.9M reactions from USPTO patents (1976-2016). Predict the product of the given reaction. (1) Given the reactants [C:1]1([N:7]2[C:11]3[CH:12]=[CH:13][CH:14]=[CH:15][C:10]=3[N:9]=[C:8]2[C:16]2[CH:21]=[CH:20][C:19](Br)=[CH:18][CH:17]=2)[CH:6]=[CH:5][CH:4]=[CH:3][CH:2]=1.[CH:23]1[C:31]2[C:30]3[CH:32]=[CH:33][CH:34]=[CH:35][C:29]=3[S:28][C:27]=2[C:26]([C:36]2[CH:37]=[CH:38][C:39]3[NH:40][C:41]4[C:46]([C:47]=3[CH:48]=2)=[CH:45][CH:44]=[CH:43][CH:42]=4)=[CH:25][CH:24]=1.C(P(C(C)(C)C)C(C)(C)C)(C)(C)C.CC(C)([O-])C.[Na+], predict the reaction product. The product is: [C:1]1([N:7]2[C:11]3[CH:12]=[CH:13][CH:14]=[CH:15][C:10]=3[N:9]=[C:8]2[C:16]2[CH:21]=[CH:20][C:19]([N:40]3[C:39]4[CH:38]=[CH:37][C:36]([C:26]5[C:27]6[S:28][C:29]7[CH:35]=[CH:34][CH:33]=[CH:32][C:30]=7[C:31]=6[CH:23]=[CH:24][CH:25]=5)=[CH:48][C:47]=4[C:46]4[C:41]3=[CH:42][CH:43]=[CH:44][CH:45]=4)=[CH:18][CH:17]=2)[CH:6]=[CH:5][CH:4]=[CH:3][CH:2]=1. (2) Given the reactants [CH3:1][C:2]1([CH3:26])[CH2:7][CH:6]([N:8]2[CH2:13][CH2:12][N:11]([CH3:14])[CH2:10][CH2:9]2)[CH2:5][CH2:4][CH:3]1[NH:15]C(=O)OCC1C=CC=CC=1, predict the reaction product. The product is: [CH3:1][C:2]1([CH3:26])[CH2:7][CH:6]([N:8]2[CH2:9][CH2:10][N:11]([CH3:14])[CH2:12][CH2:13]2)[CH2:5][CH2:4][CH:3]1[NH2:15]. (3) Given the reactants Cl.Cl.[NH:3]1[CH:7]=[C:6]([CH:8]2[CH:13]=[CH:12][NH:11][CH2:10][CH2:9]2)[N:5]=[CH:4]1.C1CCN2C(=NCCC2)CC1.[Cl:25][C:26]1[CH:27]=[C:28]2[C:33](=[CH:34][CH:35]=1)[CH:32]=[C:31]([S:36]([CH2:39][CH2:40][C:41](O)=[O:42])(=[O:38])=[O:37])[CH:30]=[CH:29]2.C1C=CC2N(O)N=NC=2C=1.CCN=C=NCCCN(C)C, predict the reaction product. The product is: [Cl:25][C:26]1[CH:27]=[C:28]2[C:33](=[CH:34][CH:35]=1)[CH:32]=[C:31]([S:36]([CH2:39][CH2:40][C:41]([N:11]1[CH2:10][CH:9]=[C:8]([C:6]3[N:5]=[CH:4][NH:3][CH:7]=3)[CH2:13][CH2:12]1)=[O:42])(=[O:37])=[O:38])[CH:30]=[CH:29]2. (4) Given the reactants C[O-].[Na+].Cl.[C:5]([NH2:8])(=[NH:7])[CH3:6].[Cl:9][CH:10]([C:15](=O)[CH3:16])[C:11](OC)=[O:12].Cl, predict the reaction product. The product is: [Cl:9][C:10]1[C:11]([OH:12])=[N:7][C:5]([CH3:6])=[N:8][C:15]=1[CH3:16]. (5) The product is: [OH:25][CH2:24][CH2:23][C@@H:13]1[C@@H:12]([C@@:8]2([CH3:11])[CH2:9][CH2:10][C@H:5]([OH:4])[CH2:6][C@@H:7]2[O:26][C:31]2[CH:36]=[CH:35][CH:34]=[CH:33][N:32]=2)[CH2:20][CH2:19][C@@:18]2([CH3:21])[C@H:14]1[CH2:15][CH2:16][C:17]2=[CH2:22]. Given the reactants C([O:4][C@H:5]1[CH2:10][CH2:9][C@@:8]([C@H:12]2[CH2:20][CH2:19][C@@:18]3([CH3:21])[C@@H:14]([CH2:15][CH2:16][C:17]3=[CH2:22])[C@@H:13]2[CH2:23][CH2:24][OH:25])([CH3:11])[C@@H:7]([O:26]C(=O)C)[CH2:6]1)(=O)C.Br[C:31]1[CH:36]=[CH:35][CH:34]=[CH:33][N:32]=1.[H-].[Na+].C[O-].[Na+], predict the reaction product. (6) Given the reactants FC(F)(F)S(O[C:7]1[C:8]([N+:27]([O-:29])=[O:28])=[CH:9][C:10]2[O:14][C:13]([C:15]3[CH:20]=[CH:19][C:18]([F:21])=[CH:17][CH:16]=3)=[C:12]([C:22](=[O:25])[NH:23][CH3:24])[C:11]=2[CH:26]=1)(=O)=O.[C:32]([NH:36][C:37]([C:39]1[CH:40]=[C:41](B(O)O)[CH:42]=[C:43]([N+:45]([O-:47])=[O:46])[CH:44]=1)=[O:38])([CH3:35])([CH3:34])[CH3:33].C([O-])([O-])=O.[Cs+].[Cs+], predict the reaction product. The product is: [C:32]([NH:36][C:37]([C:39]1[CH:40]=[C:41]([C:7]2[C:8]([N+:27]([O-:29])=[O:28])=[CH:9][C:10]3[O:14][C:13]([C:15]4[CH:16]=[CH:17][C:18]([F:21])=[CH:19][CH:20]=4)=[C:12]([C:22]([NH:23][CH3:24])=[O:25])[C:11]=3[CH:26]=2)[CH:42]=[C:43]([N+:45]([O-:47])=[O:46])[CH:44]=1)=[O:38])([CH3:35])([CH3:33])[CH3:34].